This data is from Peptide-MHC class I binding affinity with 185,985 pairs from IEDB/IMGT. The task is: Regression. Given a peptide amino acid sequence and an MHC pseudo amino acid sequence, predict their binding affinity value. This is MHC class I binding data. The peptide sequence is SEHLEQECHI. The MHC is H-2-Kb with pseudo-sequence H-2-Kb. The binding affinity (normalized) is 0.0760.